Dataset: Full USPTO retrosynthesis dataset with 1.9M reactions from patents (1976-2016). Task: Predict the reactants needed to synthesize the given product. (1) Given the product [Cl:1][C:2]1[N:3]=[CH:4][C:5]([CH2:8][N:30]2[CH2:23][CH2:22][S:21][C:20]2=[CH:19][C:18](=[O:25])[C:17]([F:27])([F:26])[F:16])=[CH:6][CH:7]=1, predict the reactants needed to synthesize it. The reactants are: [Cl:1][C:2]1[CH:7]=[CH:6][C:5]([CH2:8]Cl)=[CH:4][N:3]=1.C(=O)([O-])[O-].[K+].[K+].[F:16][C:17]([F:27])([F:26])[C:18](=[O:25])[CH:19]=[C:20]1C[CH2:23][CH2:22][S:21]1.C(#[N:30])C. (2) Given the product [CH3:34][C:30]1[CH:31]=[C:32]2[C:27](=[CH:28][CH:29]=1)[CH:26]=[N:25][C:24]([NH:21][C:22]1[O:13][C@:5]3([CH2:4][N:3]=1)[CH:10]1[CH2:9][CH2:8][N:7]([CH2:12][CH2:11]1)[CH2:6]3)=[CH:33]2.[OH:13][C@:5]1([CH2:4][NH:3][C:22]([NH:21][C:24]2[N:25]=[CH:26][C:27]3[C:32]([CH:33]=2)=[CH:31][C:30]([CH3:34])=[CH:29][CH:28]=3)=[S:23])[CH:10]2[CH2:9][CH2:8][N:7]([CH2:12][CH2:11]2)[CH2:6]1, predict the reactants needed to synthesize it. The reactants are: Cl.Cl.[NH2:3][CH2:4][C@@:5]1([OH:13])[CH:10]2[CH2:11][CH2:12][N:7]([CH2:8][CH2:9]2)[CH2:6]1.C(N(CC)CC)C.[N:21]([C:24]1[N:25]=[CH:26][C:27]2[C:32]([CH:33]=1)=[CH:31][C:30]([CH3:34])=[CH:29][CH:28]=2)=[C:22]=[S:23].C(N=C=NC(C)C)(C)C. (3) Given the product [CH3:1][O:2][C:3]([C:4]1[CH:5]=[C:6]2[C:7](=[CH:8][CH:9]=1)[NH:10][C:16](=[O:15])[C:17](=[O:18])[NH:11]2)=[O:12], predict the reactants needed to synthesize it. The reactants are: [CH3:1][O:2][C:3](=[O:12])[C:4]1[CH:9]=[CH:8][C:7]([NH2:10])=[C:6]([NH2:11])[CH:5]=1.C([O:15][C:16](=O)[C:17](OCC)=[O:18])C. (4) The reactants are: Cl[CH2:2][CH2:3][CH2:4][CH2:5][C:6]1([CH2:17][CH3:18])[C:14]2[C:9](=[CH:10][CH:11]=[C:12]([F:15])[CH:13]=2)[NH:8][C:7]1=[O:16].[Cl:19][C:20]1[CH:21]=[C:22]([N:27]2[CH2:32][CH2:31][NH:30][CH2:29][CH2:28]2)[CH:23]=[C:24]([Cl:26])[CH:25]=1. Given the product [Cl:26][C:24]1[CH:23]=[C:22]([N:27]2[CH2:32][CH2:31][N:30]([CH2:2][CH2:3][CH2:4][CH2:5][C:6]3([CH2:17][CH3:18])[C:14]4[C:9](=[CH:10][CH:11]=[C:12]([F:15])[CH:13]=4)[NH:8][C:7]3=[O:16])[CH2:29][CH2:28]2)[CH:21]=[C:20]([Cl:19])[CH:25]=1, predict the reactants needed to synthesize it.